Dataset: NCI-60 drug combinations with 297,098 pairs across 59 cell lines. Task: Regression. Given two drug SMILES strings and cell line genomic features, predict the synergy score measuring deviation from expected non-interaction effect. (1) Drug 1: C1=CC(=C2C(=C1NCCNCCO)C(=O)C3=C(C=CC(=C3C2=O)O)O)NCCNCCO. Drug 2: CCN(CC)CCCC(C)NC1=C2C=C(C=CC2=NC3=C1C=CC(=C3)Cl)OC. Cell line: TK-10. Synergy scores: CSS=48.1, Synergy_ZIP=1.20, Synergy_Bliss=4.40, Synergy_Loewe=-4.12, Synergy_HSA=8.22. (2) Drug 1: CS(=O)(=O)C1=CC(=C(C=C1)C(=O)NC2=CC(=C(C=C2)Cl)C3=CC=CC=N3)Cl. Drug 2: C(=O)(N)NO. Cell line: HCT116. Synergy scores: CSS=5.24, Synergy_ZIP=-1.80, Synergy_Bliss=-0.978, Synergy_Loewe=-1.77, Synergy_HSA=-1.65.